Dataset: Full USPTO retrosynthesis dataset with 1.9M reactions from patents (1976-2016). Task: Predict the reactants needed to synthesize the given product. (1) Given the product [Si:54]([O:61][C@H:62]1[CH2:67][C:66](=[O:68])[O:65][C@H:64](/[CH:69]=[CH:21]/[C:20]2[C:15]([C:12]3[CH:13]=[CH:14][C:9]([F:8])=[CH:10][CH:11]=3)=[N:16][C:17]([N:38]([CH3:43])[S:39]([CH3:42])(=[O:41])=[O:40])=[N:18][C:19]=2[CH:35]([CH3:36])[CH3:37])[CH2:63]1)([C:57]([CH3:60])([CH3:59])[CH3:58])([CH3:56])[CH3:55], predict the reactants needed to synthesize it. The reactants are: FC(F)(F)C([O-])=O.[F:8][C:9]1[CH:14]=[CH:13][C:12]([C:15]2[C:20]([CH2:21][P+](CCCC)(CCCC)CCCC)=[C:19]([CH:35]([CH3:37])[CH3:36])[N:18]=[C:17]([N:38]([CH3:43])[S:39]([CH3:42])(=[O:41])=[O:40])[N:16]=2)=[CH:11][CH:10]=1.C[Si](C)(C)N[Si](C)(C)C.[Na].[Si:54]([O:61][C@H:62]1[CH2:67][C:66](=[O:68])[O:65][C@H:64]([CH:69]=O)[CH2:63]1)([C:57]([CH3:60])([CH3:59])[CH3:58])([CH3:56])[CH3:55].[Cl-].[NH4+]. (2) Given the product [Br:20][C:14]1[CH:13]=[C:12]([CH2:11][CH2:10][OH:9])[CH:17]=[CH:16][C:15]=1[O:18][CH3:19], predict the reactants needed to synthesize it. The reactants are: [H-].[H-].[H-].[H-].[Li+].[Al+3].C([O:9][C:10](=O)[CH2:11][C:12]1[CH:17]=[CH:16][C:15]([O:18][CH3:19])=[C:14]([Br:20])[CH:13]=1)C.[O-]S([O-])(=O)=O.[Na+].[Na+]. (3) Given the product [CH:1]([C:4]1[CH:9]=[C:8]([CH:7]=[CH:6][C:5]=1[O:10][CH3:11])[CH:14]=[O:15])([CH3:3])[CH3:2], predict the reactants needed to synthesize it. The reactants are: [CH:1]([C:4]1[CH:9]=[CH:8][CH:7]=[CH:6][C:5]=1[O:10][CH3:11])([CH3:3])[CH3:2].CN(C)[CH:14]=[O:15].P(Cl)(Cl)(Cl)=O. (4) Given the product [F:41][B-:42]([F:45])([F:44])[F:43].[CH3:26][S+:8]([CH3:7])[C:9]1[CH:14]=[CH:13][C:12]([C:15](=[O:25])[C:16]([CH3:17])([NH+:18]2[CH2:19][CH2:20][O:21][CH2:22][CH2:23]2)[CH3:24])=[CH:11][CH:10]=1.[F:41][B-:42]([F:45])([F:44])[F:43], predict the reactants needed to synthesize it. The reactants are: COS([O-])(=O)=O.[CH3:7][S+:8]([CH3:26])[C:9]1[CH:14]=[CH:13][C:12]([C:15](=[O:25])[C:16]([CH3:24])([NH+:18]2[CH2:23][CH2:22][O:21][CH2:20][CH2:19]2)[CH3:17])=[CH:11][CH:10]=1.COS([O-])(=O)=O.[OH-].[Na+].C(=O)([O-])[O-].[Na+].[Na+].[F:41][B-:42]([F:45])([F:44])[F:43].[Na+].